This data is from Peptide-MHC class II binding affinity with 134,281 pairs from IEDB. The task is: Regression. Given a peptide amino acid sequence and an MHC pseudo amino acid sequence, predict their binding affinity value. This is MHC class II binding data. (1) The peptide sequence is TIGTSVEESEMFMPR. The MHC is HLA-DQA10501-DQB10402 with pseudo-sequence HLA-DQA10501-DQB10402. The binding affinity (normalized) is 0.590. (2) The peptide sequence is WNFAGIEAAASAIQG. The MHC is HLA-DQA10301-DQB10302 with pseudo-sequence HLA-DQA10301-DQB10302. The binding affinity (normalized) is 0.518. (3) The MHC is DRB1_0405 with pseudo-sequence DRB1_0405. The binding affinity (normalized) is 0.610. The peptide sequence is RTFVATFGAASNKAF. (4) The peptide sequence is EPIAPYHFDLSGHAF. The binding affinity (normalized) is 0.316. The MHC is DRB4_0101 with pseudo-sequence DRB4_0103. (5) The peptide sequence is LAEGIVLASAALGPL. The MHC is DRB3_0101 with pseudo-sequence DRB3_0101. The binding affinity (normalized) is 0.368.